From a dataset of Full USPTO retrosynthesis dataset with 1.9M reactions from patents (1976-2016). Predict the reactants needed to synthesize the given product. The reactants are: [CH3:1][CH:2]([C:5]1[CH:10]=[CH:9][C:8]([S:11](=[O:15])(=[O:14])[NH:12][CH3:13])=[CH:7][CH:6]=1)[CH:3]=O.[Cl:16][C:17]1[CH:18]=[C:19]([C:24]2[NH:25][CH:26]=[C:27]([C:35]3[CH2:36][CH2:37][NH:38][CH2:39][CH:40]=3)[C:28]=2[C:29]2[CH:34]=[CH:33][N:32]=[CH:31][CH:30]=2)[CH:20]=[CH:21][C:22]=1[F:23].[ClH:41]. Given the product [Cl:16][C:17]1[CH:18]=[C:19]([C:24]2[NH:25][CH:26]=[C:27]([C:35]3[CH2:36][CH2:37][N:38]([CH2:3][CH:2]([CH3:1])[C:5]4[CH:10]=[CH:9][C:8]([S:11](=[O:15])(=[O:14])[NH:12][CH3:13])=[CH:7][CH:6]=4)[CH2:39][CH:40]=3)[C:28]=2[C:29]2[CH:30]=[CH:31][N:32]=[CH:33][CH:34]=2)[CH:20]=[CH:21][C:22]=1[F:23].[ClH:41].[Cl:16][C:17]1[CH:18]=[C:19]([C:24]2[NH:25][CH:26]=[C:27]([C:35]3[CH2:36][CH2:37][N:38]([CH2:3][CH:2]([CH3:1])[C:5]4[CH:10]=[CH:9][C:8]([S:11](=[O:15])(=[O:14])[NH:12][CH3:13])=[CH:7][CH:6]=4)[CH2:39][CH:40]=3)[C:28]=2[C:29]2[CH:30]=[CH:31][N:32]=[CH:33][CH:34]=2)[CH:20]=[CH:21][C:22]=1[F:23], predict the reactants needed to synthesize it.